Dataset: Catalyst prediction with 721,799 reactions and 888 catalyst types from USPTO. Task: Predict which catalyst facilitates the given reaction. (1) Reactant: [N+:1]([C:4]1[CH:9]=[CH:8][C:7](F)=[CH:6][CH:5]=1)([O-:3])=[O:2].[CH:11]1[C:16]([OH:17])=[CH:15][CH:14]=[C:13]([OH:18])[CH:12]=1.[OH-].[Na+]. Product: [N+:1]([C:4]1[CH:9]=[CH:8][C:7]([O:17][C:16]2[CH:11]=[CH:12][C:13]([OH:18])=[CH:14][CH:15]=2)=[CH:6][CH:5]=1)([O-:3])=[O:2]. The catalyst class is: 88. (2) Reactant: [NH2:1][CH:2]([CH2:5][OH:6])[CH2:3][OH:4].C(=O)([O-])[O-].[K+].[K+].[CH2:13](Br)[C:14]1[CH:19]=[CH:18][CH:17]=[CH:16][CH:15]=1. Product: [CH2:13]([N:1]([CH2:13][C:14]1[CH:19]=[CH:18][CH:17]=[CH:16][CH:15]=1)[CH:2]([CH2:5][OH:6])[CH2:3][OH:4])[C:14]1[CH:19]=[CH:18][CH:17]=[CH:16][CH:15]=1. The catalyst class is: 8. (3) Reactant: [F:1][C:2]1[CH:7]=[CH:6][C:5]([C:8]2([C:12]3[C:21]4[C:16](=[CH:17][CH:18]=[C:19]([O:22][CH2:23][CH2:24][NH2:25])[CH:20]=4)[CH2:15][CH2:14][N:13]=3)[CH2:11][CH2:10][CH2:9]2)=[CH:4][CH:3]=1.[CH2:26]([S:29](Cl)(=[O:31])=[O:30])[CH2:27][CH3:28]. Product: [F:1][C:2]1[CH:7]=[CH:6][C:5]([C:8]2([C:12]3[C:21]4[C:16](=[CH:17][CH:18]=[C:19]([O:22][CH2:23][CH2:24][NH:25][S:29]([CH2:26][CH2:27][CH3:28])(=[O:31])=[O:30])[CH:20]=4)[CH2:15][CH2:14][N:13]=3)[CH2:11][CH2:10][CH2:9]2)=[CH:4][CH:3]=1. The catalyst class is: 112. (4) Reactant: [N:1]1[C:10]2[C:5](=[CH:6][CH:7]=[CH:8][CH:9]=2)[N:4]=[CH:3]C=1C=O.C1C=C(Cl)C=C(C(OO)=[O:21])C=1. Product: [NH:1]1[C:3]2=[N+:4]([O-:21])[CH:5]=[CH:6][CH:7]=[C:8]2[CH:9]=[CH:10]1. The catalyst class is: 2. (5) Reactant: O.[OH-].[Li+].[CH3:4][CH:5]([CH3:42])[CH:6]([C:22]1[CH:27]=[CH:26][C:25]([CH2:28][N:29]2[C:34](=[O:35])[CH2:33][O:32][C:31]([C:36]3[CH:41]=[CH:40][CH:39]=[CH:38][CH:37]=3)=[N:30]2)=[CH:24][CH:23]=1)[C:7]([NH:9][CH:10]1[CH2:15][CH2:14][CH2:13][CH:12]([CH2:16][CH2:17][C:18]([O:20]C)=[O:19])[CH2:11]1)=[O:8].Cl. Product: [CH3:4][CH:5]([CH3:42])[CH:6]([C:22]1[CH:27]=[CH:26][C:25]([CH2:28][N:29]2[C:34](=[O:35])[CH2:33][O:32][C:31]([C:36]3[CH:37]=[CH:38][CH:39]=[CH:40][CH:41]=3)=[N:30]2)=[CH:24][CH:23]=1)[C:7]([NH:9][CH:10]1[CH2:15][CH2:14][CH2:13][CH:12]([CH2:16][CH2:17][C:18]([OH:20])=[O:19])[CH2:11]1)=[O:8]. The catalyst class is: 20. (6) Reactant: Cl.C(OC(=O)[NH:8][CH2:9][CH2:10][O:11][C:12]1[CH:17]=[CH:16][CH:15]=[CH:14][C:13]=1[O:18][CH3:19])(C)(C)C. The catalyst class is: 155. Product: [CH3:19][O:18][C:13]1[CH:14]=[CH:15][CH:16]=[CH:17][C:12]=1[O:11][CH2:10][CH2:9][NH2:8]. (7) Reactant: C(=O)([O-])[O-].[K+].[K+].[Cl:7][C:8]1[C:17]2[C:12](=[CH:13][C:14]([O:18][CH3:19])=[CH:15][CH:16]=2)[C:11]([OH:20])=[CH:10][N:9]=1.Br[CH2:22][CH2:23][O:24][CH3:25]. Product: [Cl:7][C:8]1[C:17]2[C:12](=[CH:13][C:14]([O:18][CH3:19])=[CH:15][CH:16]=2)[C:11]([O:20][CH2:22][CH2:23][O:24][CH3:25])=[CH:10][N:9]=1. The catalyst class is: 6. (8) Reactant: [C:1]([C:3]1[C:4]([C:13]2[C:21]3[C:16](=[N:17][CH:18]=[C:19]([NH:22]C(=O)OCC4C=CC=CC=4)[CH:20]=3)[N:15]([S:33]([C:36]3[CH:42]=[CH:41][C:39]([CH3:40])=[CH:38][CH:37]=3)(=[O:35])=[O:34])[CH:14]=2)=[N:5][C:6]([NH:9][CH:10]([CH3:12])[CH3:11])=[N:7][CH:8]=1)#[N:2].C([O-])=O.[NH4+]. Product: [NH2:22][C:19]1[CH:20]=[C:21]2[C:13]([C:4]3[C:3]([C:1]#[N:2])=[CH:8][N:7]=[C:6]([NH:9][CH:10]([CH3:11])[CH3:12])[N:5]=3)=[CH:14][N:15]([S:33]([C:36]3[CH:37]=[CH:38][C:39]([CH3:40])=[CH:41][CH:42]=3)(=[O:34])=[O:35])[C:16]2=[N:17][CH:18]=1. The catalyst class is: 50. (9) Reactant: [S:1]1[CH:5]=[CH:4][CH:3]=[C:2]1[SH:6].[CH3:7][C:8]([CH3:11])([O-])C.[K+].C1(Br)CC1. Product: [CH:11]1([S:6][C:2]2[S:1][CH:5]=[CH:4][CH:3]=2)[CH2:8][CH2:7]1. The catalyst class is: 39.